This data is from Full USPTO retrosynthesis dataset with 1.9M reactions from patents (1976-2016). The task is: Predict the reactants needed to synthesize the given product. Given the product [Cl:50][C:24]1[C:23]([NH:34][C:35]([CH3:40])([CH3:41])[C:36]([F:38])([F:39])[F:37])=[N:22][N:21]2[C:17]([C:14]3[CH:13]=[CH:12][C:11]([C:10]([NH:9][CH:6]4[CH2:8][CH2:7]4)=[O:42])=[CH:16][CH:15]=3)=[CH:18][N:19]=[C:20]2[C:25]=1[NH:26][CH2:27][CH:28]1[CH2:29][CH2:30][O:31][CH2:32][CH2:33]1, predict the reactants needed to synthesize it. The reactants are: CN(C=O)C.[CH:6]1([NH:9][C:10](=[O:42])[C:11]2[CH:16]=[CH:15][C:14]([C:17]3[N:21]4[N:22]=[C:23]([NH:34][C:35]([CH3:41])([CH3:40])[C:36]([F:39])([F:38])[F:37])[CH:24]=[C:25]([NH:26][CH2:27][CH:28]5[CH2:33][CH2:32][O:31][CH2:30][CH2:29]5)[C:20]4=[N:19][CH:18]=3)=[CH:13][CH:12]=2)[CH2:8][CH2:7]1.C1C(=O)N([Cl:50])C(=O)C1.O.